Dataset: Forward reaction prediction with 1.9M reactions from USPTO patents (1976-2016). Task: Predict the product of the given reaction. (1) The product is: [C:5]([O:9][C:10]([N:12]1[CH2:13][CH:14]([N:24]2[C:33]3[CH:32]=[CH:31][CH:30]=[C:29]([Cl:34])[C:28]=3[C:27]3=[N:35][O:36][C:37]([CH3:38])=[C:26]3[C:25]2=[O:39])[CH2:15][CH:16]([CH2:18][N:1]=[N+:2]=[N-:3])[CH2:17]1)=[O:11])([CH3:8])([CH3:7])[CH3:6]. Given the reactants [N-:1]=[N+:2]=[N-:3].[Na+].[C:5]([O:9][C:10]([N:12]1[CH2:17][CH:16]([CH2:18]OS(C)(=O)=O)[CH2:15][CH:14]([N:24]2[C:33]3[CH:32]=[CH:31][CH:30]=[C:29]([Cl:34])[C:28]=3[C:27]3=[N:35][O:36][C:37]([CH3:38])=[C:26]3[C:25]2=[O:39])[CH2:13]1)=[O:11])([CH3:8])([CH3:7])[CH3:6], predict the reaction product. (2) Given the reactants [Cl:1][C:2]1[C:3]([O:32][CH3:33])=[C:4]([C@H:9]([CH2:30][CH3:31])[CH2:10][C@:11]([OH:29])([C:25]([F:28])([F:27])[F:26])C=NC2C=CC=C3C=2C=CC(=O)N3)[CH:5]=[CH:6][C:7]=1[F:8].B(Br)(Br)Br.[C:38]([O-])(O)=[O:39].[Na+], predict the reaction product. The product is: [Cl:1][C:2]1[C:3]([O:32][CH3:33])=[C:4]([CH:9]([CH2:30][CH3:31])[CH2:10][C:11]([OH:29])([C:25]([F:27])([F:26])[F:28])[CH:38]=[O:39])[CH:5]=[CH:6][C:7]=1[F:8].